From a dataset of NCI-60 drug combinations with 297,098 pairs across 59 cell lines. Regression. Given two drug SMILES strings and cell line genomic features, predict the synergy score measuring deviation from expected non-interaction effect. (1) Drug 1: CC1OCC2C(O1)C(C(C(O2)OC3C4COC(=O)C4C(C5=CC6=C(C=C35)OCO6)C7=CC(=C(C(=C7)OC)O)OC)O)O. Drug 2: CC1=C2C(C(=O)C3(C(CC4C(C3C(C(C2(C)C)(CC1OC(=O)C(C(C5=CC=CC=C5)NC(=O)C6=CC=CC=C6)O)O)OC(=O)C7=CC=CC=C7)(CO4)OC(=O)C)O)C)OC(=O)C. Cell line: SK-MEL-5. Synergy scores: CSS=25.8, Synergy_ZIP=-10.4, Synergy_Bliss=-5.28, Synergy_Loewe=-23.1, Synergy_HSA=-2.93. (2) Drug 1: CCCS(=O)(=O)NC1=C(C(=C(C=C1)F)C(=O)C2=CNC3=C2C=C(C=N3)C4=CC=C(C=C4)Cl)F. Drug 2: CN(C)N=NC1=C(NC=N1)C(=O)N. Cell line: CAKI-1. Synergy scores: CSS=17.5, Synergy_ZIP=-5.48, Synergy_Bliss=-2.50, Synergy_Loewe=-0.140, Synergy_HSA=-0.0297. (3) Drug 1: CN(C)C1=NC(=NC(=N1)N(C)C)N(C)C. Drug 2: CC(C)CN1C=NC2=C1C3=CC=CC=C3N=C2N. Cell line: MDA-MB-435. Synergy scores: CSS=-3.16, Synergy_ZIP=2.85, Synergy_Bliss=2.81, Synergy_Loewe=-0.881, Synergy_HSA=-2.03. (4) Drug 1: CS(=O)(=O)CCNCC1=CC=C(O1)C2=CC3=C(C=C2)N=CN=C3NC4=CC(=C(C=C4)OCC5=CC(=CC=C5)F)Cl. Drug 2: C1CN1C2=NC(=NC(=N2)N3CC3)N4CC4. Cell line: K-562. Synergy scores: CSS=13.4, Synergy_ZIP=1.09, Synergy_Bliss=-4.09, Synergy_Loewe=-24.1, Synergy_HSA=-11.0. (5) Drug 1: CC1=CC2C(CCC3(C2CCC3(C(=O)C)OC(=O)C)C)C4(C1=CC(=O)CC4)C. Drug 2: CC12CCC3C(C1CCC2OP(=O)(O)O)CCC4=C3C=CC(=C4)OC(=O)N(CCCl)CCCl.[Na+]. Cell line: M14. Synergy scores: CSS=-5.74, Synergy_ZIP=0.282, Synergy_Bliss=-6.10, Synergy_Loewe=-9.91, Synergy_HSA=-8.95. (6) Drug 1: C1=CC(=CC=C1CC(C(=O)O)N)N(CCCl)CCCl.Cl. Drug 2: C1CC(=O)NC(=O)C1N2C(=O)C3=CC=CC=C3C2=O. Cell line: KM12. Synergy scores: CSS=13.8, Synergy_ZIP=12.6, Synergy_Bliss=17.9, Synergy_Loewe=9.22, Synergy_HSA=9.95. (7) Drug 1: CC12CCC3C(C1CCC2=O)CC(=C)C4=CC(=O)C=CC34C. Synergy scores: CSS=39.6, Synergy_ZIP=-4.30, Synergy_Bliss=0.764, Synergy_Loewe=-1.99, Synergy_HSA=2.20. Drug 2: C1CN(CCN1C(=O)CCBr)C(=O)CCBr. Cell line: HT29. (8) Drug 1: C1CN(CCN1C(=O)CCBr)C(=O)CCBr. Drug 2: C1=NNC2=C1C(=O)NC=N2. Cell line: SW-620. Synergy scores: CSS=-1.40, Synergy_ZIP=-2.00, Synergy_Bliss=1.73, Synergy_Loewe=-5.02, Synergy_HSA=-1.22.